Dataset: Reaction yield outcomes from USPTO patents with 853,638 reactions. Task: Predict the reaction yield, written as a fraction of the theoretical maximum amount of product (1.0 means a 100% yield; for example, 0.34 means a 34% yield). The reactants are [CH2:1]([CH:3]([N:6]1[CH2:11][CH2:10][NH:9][CH2:8][CH2:7]1)[CH2:4][CH3:5])[CH3:2].[Cl:12][C:13]([O:15][C:16]1[CH:21]=[CH:20][C:19]([N+:22]([O-:24])=[O:23])=[CH:18][CH:17]=1)=[O:14]. The catalyst is C(Cl)Cl.Cl. The product is [ClH:12].[N+:22]([C:19]1[CH:18]=[CH:17][C:16]([O:15][C:13]([N:9]2[CH2:10][CH2:11][N:6]([CH:3]([CH2:4][CH3:5])[CH2:1][CH3:2])[CH2:7][CH2:8]2)=[O:14])=[CH:21][CH:20]=1)([O-:24])=[O:23]. The yield is 0.810.